This data is from Reaction yield outcomes from USPTO patents with 853,638 reactions. The task is: Predict the reaction yield, written as a fraction of the theoretical maximum amount of product (1.0 means a 100% yield; for example, 0.34 means a 34% yield). (1) The catalyst is CN(C1C=CN=CC=1)C.C(Cl)Cl. The reactants are [NH2:1][C:2]1[CH:7]=[CH:6][C:5]([B:8]2[O:16][C:13]([CH3:15])([CH3:14])[C:10]([CH3:12])([CH3:11])[O:9]2)=[CH:4][CH:3]=1.[CH:17]1[C:29]2[CH:28]([CH2:30][O:31][C:32]([NH:34][C@H:35]([CH:44]([CH3:46])[CH3:45])[C:36]([NH:38][C@H:39]([CH3:43])[C:40](O)=[O:41])=[O:37])=[O:33])[C:27]3[C:22](=[CH:23][CH:24]=[CH:25][CH:26]=3)[C:21]=2[CH:20]=[CH:19][CH:18]=1.C1CCC(N=C=NC2CCCCC2)CC1. The yield is 0.880. The product is [CH3:45][CH:44]([CH3:46])[C@H:35]([NH:34][C:32](=[O:33])[O:31][CH2:30][CH:28]1[C:27]2[CH:26]=[CH:25][CH:24]=[CH:23][C:22]=2[C:21]2[C:29]1=[CH:17][CH:18]=[CH:19][CH:20]=2)[C:36](=[O:37])[NH:38][C@@H:39]([CH3:43])[C:40](=[O:41])[NH:1][C:2]1[CH:7]=[CH:6][C:5]([B:8]2[O:16][C:13]([CH3:15])([CH3:14])[C:10]([CH3:11])([CH3:12])[O:9]2)=[CH:4][CH:3]=1. (2) The reactants are I([O-])(=O)(=O)=[O:2].[Na+].[Br:7][C:8]1[CH:20]=[CH:19][C:11](/[CH:12]=C/N2CCCC2)=[C:10]([N+:21]([O-:23])=[O:22])[CH:9]=1. The catalyst is C1COCC1.O. The product is [Br:7][C:8]1[CH:20]=[CH:19][C:11]([CH:12]=[O:2])=[C:10]([N+:21]([O-:23])=[O:22])[CH:9]=1. The yield is 0.860.